Dataset: Forward reaction prediction with 1.9M reactions from USPTO patents (1976-2016). Task: Predict the product of the given reaction. (1) The product is: [NH2:15][C:10]1[CH:9]=[C:8]([C:7]([CH2:1][CH3:2])([OH:16])[CH2:20][CH3:21])[CH:13]=[CH:12][C:11]=1[OH:14]. Given the reactants [CH2:1]([Mg]Br)[CH3:2].CO[C:7](=[O:16])[C:8]1[CH:13]=[CH:12][C:11]([OH:14])=[C:10]([NH2:15])[CH:9]=1.[NH4+].[Cl-].O.[CH2:20]1COC[CH2:21]1, predict the reaction product. (2) The product is: [CH2:21]([O:20][C:18]([C:17]1[CH:16]=[C:14]([NH2:15])[N:7]([C:1]2[CH:6]=[CH:5][CH:4]=[CH:3][CH:2]=2)[N:8]=1)=[O:19])[CH3:22]. Given the reactants [C:1]1([NH:7][NH2:8])[CH:6]=[CH:5][CH:4]=[CH:3][CH:2]=1.OS(O)(=O)=O.[C:14]([CH2:16][C:17](=O)[C:18]([O:20][CH2:21][CH3:22])=[O:19])#[N:15].[Na], predict the reaction product. (3) Given the reactants ClC1N=C(NCC(C2C=CC=CC=2)C2C=CC=CC=2)C2C(=CC=CC=2)N=1.[S:27]1[CH:31]=[CH:30][CH:29]=[C:28]1B(O)O.C([O-])([O-])=O.[K+].[K+].[C:41]1([CH:47]([C:66]2[CH:71]=[CH:70][CH:69]=[CH:68][CH:67]=2)[CH2:48][CH2:49][NH:50][C:51]2[C:60]3[C:55](=[CH:56][CH:57]=[CH:58][CH:59]=3)[N:54]=[C:53](C3C=CSC=3)[N:52]=2)[CH:46]=[CH:45][CH:44]=[CH:43][CH:42]=1, predict the reaction product. The product is: [C:66]1([CH:47]([C:41]2[CH:46]=[CH:45][CH:44]=[CH:43][CH:42]=2)[CH2:48][CH2:49][NH:50][C:51]2[C:60]3[C:55](=[CH:56][CH:57]=[CH:58][CH:59]=3)[N:54]=[C:53]([C:28]3[S:27][CH:31]=[CH:30][CH:29]=3)[N:52]=2)[CH:67]=[CH:68][CH:69]=[CH:70][CH:71]=1. (4) Given the reactants [NH2:1][C:2]1[CH:29]=[C:28]([C:30]#[N:31])[CH:27]=[CH:26][C:3]=1[NH:4][CH:5]1[CH2:10][CH2:9][N:8]([CH2:11][CH2:12][CH:13]([C:20]2[CH:25]=[CH:24][CH:23]=[CH:22][CH:21]=2)[C:14]2[CH:19]=[CH:18][CH:17]=[CH:16][CH:15]=2)[CH2:7][CH2:6]1.[CH:32](OC)(OC)OC.O.C1(C)C=CC(S(O)(=O)=O)=CC=1, predict the reaction product. The product is: [C:30]([C:28]1[CH:27]=[CH:26][C:3]2[N:4]([CH:5]3[CH2:10][CH2:9][N:8]([CH2:11][CH2:12][CH:13]([C:14]4[CH:19]=[CH:18][CH:17]=[CH:16][CH:15]=4)[C:20]4[CH:21]=[CH:22][CH:23]=[CH:24][CH:25]=4)[CH2:7][CH2:6]3)[CH:32]=[N:1][C:2]=2[CH:29]=1)#[N:31]. (5) Given the reactants [Cl:1][C:2]1[CH:3]=[C:4]([CH2:10][O:11][Si:12]([CH:19]([CH3:21])[CH3:20])([CH:16]([CH3:18])[CH3:17])[CH:13]([CH3:15])[CH3:14])[C:5]([CH2:8]Cl)=[N:6][CH:7]=1.[C:22]([N:26]1[C:30]2=[N:31][CH:32]=[CH:33][CH:34]=[C:29]2[CH2:28][C:27]1=[O:35])([CH3:25])([CH3:24])[CH3:23].[Li], predict the reaction product. The product is: [C:22]([N:26]1[C:30]2=[N:31][CH:32]=[CH:33][CH:34]=[C:29]2[CH:28]([CH2:8][C:5]2[C:4]([CH2:10][O:11][Si:12]([CH:19]([CH3:21])[CH3:20])([CH:16]([CH3:18])[CH3:17])[CH:13]([CH3:15])[CH3:14])=[CH:3][C:2]([Cl:1])=[CH:7][N:6]=2)[C:27]1=[O:35])([CH3:25])([CH3:23])[CH3:24].